From a dataset of Forward reaction prediction with 1.9M reactions from USPTO patents (1976-2016). Predict the product of the given reaction. Given the reactants [C:1]([CH2:9][C:10]#[N:11])(=[O:8])[C:2]1[CH:7]=[CH:6][CH:5]=[CH:4][CH:3]=1.C(N(CC)CC)C.C(O)=O, predict the reaction product. The product is: [OH:8][C@H:1]([C:2]1[CH:7]=[CH:6][CH:5]=[CH:4][CH:3]=1)[CH2:9][C:10]#[N:11].